The task is: Predict the reactants needed to synthesize the given product.. This data is from Full USPTO retrosynthesis dataset with 1.9M reactions from patents (1976-2016). (1) Given the product [C:32]([NH:18][S:15]([C:11]1[O:12][C:13]([CH3:14])=[C:9]([CH2:8][O:7][C:4]2[CH:3]=[CH:2][C:1]([C:19]3[CH:20]=[CH:21][CH:22]=[CH:23][CH:24]=3)=[CH:6][CH:5]=2)[CH:10]=1)(=[O:17])=[O:16])(=[O:36])[CH2:33][CH2:34][CH3:35], predict the reactants needed to synthesize it. The reactants are: [C:1]1([C:19]2[CH:24]=[CH:23][CH:22]=[CH:21][CH:20]=2)[CH:6]=[CH:5][C:4]([O:7][CH2:8][C:9]2[CH:10]=[C:11]([S:15]([NH2:18])(=[O:17])=[O:16])[O:12][C:13]=2[CH3:14])=[CH:3][CH:2]=1.C(N(CC)CC)C.[C:32](Cl)(=[O:36])[CH2:33][CH2:34][CH3:35]. (2) Given the product [ClH:19].[CH3:15][N:16]([CH3:18])[CH2:17][CH2:1][C:2]([C:4]1[CH:9]=[CH:8][CH:7]=[C:6]([C:10]([F:11])([F:12])[F:13])[CH:5]=1)=[O:3], predict the reactants needed to synthesize it. The reactants are: [CH3:1][C:2]([C:4]1[CH:9]=[CH:8][CH:7]=[C:6]([C:10]([F:13])([F:12])[F:11])[CH:5]=1)=[O:3].[I-].[CH3:15][N+:16](=[CH2:18])[CH3:17].[ClH:19].